From a dataset of Reaction yield outcomes from USPTO patents with 853,638 reactions. Predict the reaction yield, written as a fraction of the theoretical maximum amount of product (1.0 means a 100% yield; for example, 0.34 means a 34% yield). (1) The reactants are [OH:1][CH2:2][C:3]1[CH:4]=[C:5]([NH:11][CH2:12][CH2:13][O:14][CH2:15][CH2:16][O:17][CH2:18][CH2:19][O:20][CH2:21][CH2:22][O:23][CH2:24][CH2:25][O:26][CH2:27][CH2:28][O:29][CH2:30][CH2:31][O:32][CH2:33][CH2:34][O:35][CH2:36][CH2:37][O:38][CH2:39][CH2:40][O:41][CH2:42][CH2:43][O:44][CH2:45][CH2:46][O:47][CH2:48][CH2:49][C:50]([O:52][CH3:53])=[O:51])[CH:6]=[C:7]([CH2:9][OH:10])[CH:8]=1.IC.[C:56](=O)([O-])[O-].[K+].[K+]. The catalyst is CN(C=O)C.O. The product is [OH:1][CH2:2][C:3]1[CH:4]=[C:5]([N:11]([CH2:12][CH2:13][O:14][CH2:15][CH2:16][O:17][CH2:18][CH2:19][O:20][CH2:21][CH2:22][O:23][CH2:24][CH2:25][O:26][CH2:27][CH2:28][O:29][CH2:30][CH2:31][O:32][CH2:33][CH2:34][O:35][CH2:36][CH2:37][O:38][CH2:39][CH2:40][O:41][CH2:42][CH2:43][O:44][CH2:45][CH2:46][O:47][CH2:48][CH2:49][C:50]([O:52][CH3:53])=[O:51])[CH3:56])[CH:6]=[C:7]([CH2:9][OH:10])[CH:8]=1. The yield is 0.920. (2) The product is [C:26]([O:29][C:30]([N:12]([CH2:11][C:9]1[S:10][C:5]2[C:4]([N:19]3[CH2:24][CH2:23][O:22][CH2:21][CH2:20]3)=[N:3][C:2]([Cl:1])=[N:7][C:6]=2[CH:8]=1)[CH2:13][CH2:14][CH2:15][C:16]([O:18][CH2:40][CH3:41])=[O:17])=[O:31])([CH3:28])([CH3:27])[CH3:25]. The reactants are [Cl:1][C:2]1[N:3]=[C:4]([N:19]2[CH2:24][CH2:23][O:22][CH2:21][CH2:20]2)[C:5]2[S:10][C:9]([CH2:11][NH:12][CH2:13][CH2:14][CH2:15][C:16]([O-:18])=[O:17])=[CH:8][C:6]=2[N:7]=1.[CH3:25][C:26]([O:29][C:30](O[C:30]([O:29][C:26]([CH3:28])([CH3:27])[CH3:25])=[O:31])=[O:31])([CH3:28])[CH3:27].[CH2:40]1COC[CH2:41]1. The yield is 0.660. No catalyst specified.